This data is from Full USPTO retrosynthesis dataset with 1.9M reactions from patents (1976-2016). The task is: Predict the reactants needed to synthesize the given product. (1) Given the product [Br:1][C:2]1[CH:10]=[CH:9][CH:8]=[C:7]2[C:3]=1[CH:4]=[CH:5][N:6]2[S:17]([C:11]1[CH:16]=[CH:15][CH:14]=[CH:13][CH:12]=1)(=[O:19])=[O:18], predict the reactants needed to synthesize it. The reactants are: [Br:1][C:2]1[CH:10]=[CH:9][CH:8]=[C:7]2[C:3]=1[CH:4]=[CH:5][NH:6]2.[C:11]1([S:17](Cl)(=[O:19])=[O:18])[CH:16]=[CH:15][CH:14]=[CH:13][CH:12]=1. (2) Given the product [ClH:1].[NH2:35][C:2]1[N:7]=[C:6]([C:8]2[S:12][C:11]([C:13]([CH3:16])([CH3:15])[CH3:14])=[N:10][C:9]=2[C:17]2[C:18]([F:33])=[C:19]([NH:23][S:24]([C:27]3[CH:28]=[N:29][N:30]([CH3:32])[CH:31]=3)(=[O:26])=[O:25])[CH:20]=[CH:21][CH:22]=2)[CH:5]=[CH:4][N:3]=1, predict the reactants needed to synthesize it. The reactants are: [Cl:1][C:2]1[N:7]=[C:6]([C:8]2[S:12][C:11]([C:13]([CH3:16])([CH3:15])[CH3:14])=[N:10][C:9]=2[C:17]2[C:18]([F:33])=[C:19]([NH:23][S:24]([C:27]3[CH:28]=[N:29][N:30]([CH3:32])[CH:31]=3)(=[O:26])=[O:25])[CH:20]=[CH:21][CH:22]=2)[CH:5]=[CH:4][N:3]=1.[OH-].[NH4+:35]. (3) Given the product [F:1][C:2]1[CH:7]=[C:6]([F:8])[CH:5]=[CH:4][C:3]=1[CH:9]([CH:12]1[CH2:17][CH2:16][N:15]([CH3:18])[CH2:14][CH2:13]1)[NH2:10], predict the reactants needed to synthesize it. The reactants are: [F:1][C:2]1[CH:7]=[C:6]([F:8])[CH:5]=[CH:4][C:3]=1[C:9]([CH:12]1[CH2:17][CH2:16][N:15]([CH3:18])[CH2:14][CH2:13]1)=[N:10]O.C(O)=O. (4) Given the product [CH2:1]([O:3][C:4](=[O:21])[C:5]([CH3:6])([O:8][C:9]1[CH:14]=[CH:13][C:12]([O:15][CH:16]([CH3:19])[CH2:17][NH:18][C:65]([C:62]2[CH:61]=[CH:60][C:59]([C:56]3[CH:57]=[CH:58][C:53]([C:52]([F:51])([F:68])[F:69])=[CH:54][CH:55]=3)=[CH:64][CH:63]=2)=[O:66])=[CH:11][C:10]=1[CH3:20])[CH3:7])[CH3:2], predict the reactants needed to synthesize it. The reactants are: [CH2:1]([O:3][C:4](=[O:21])[C:5]([O:8][C:9]1[CH:14]=[CH:13][C:12]([O:15][CH:16]([CH3:19])[CH2:17][NH2:18])=[CH:11][C:10]=1[CH3:20])([CH3:7])[CH3:6])[CH3:2].C(OC(=O)C(OC1C=CC(O)=CC=1C)(C)C)C.C(OC(=O)NCC(O)C)(C)(C)C.[F:51][C:52]([F:69])([F:68])[C:53]1[CH:58]=[CH:57][C:56]([C:59]2[CH:64]=[CH:63][C:62]([C:65](O)=[O:66])=[CH:61][CH:60]=2)=[CH:55][CH:54]=1. (5) Given the product [C:1]([O:5][C:6]([N:8]([C:13]1[CH:14]=[CH:15][C:16]([CH2:17][N:18]([CH3:23])[CH2:19][C:20]([O:22][C@H:34]([C:36]2[CH:41]=[CH:40][C:39]([O:42][CH:43]([F:44])[F:45])=[C:38]([O:46][CH2:47][CH:48]3[CH2:49][CH2:50]3)[CH:37]=2)[CH2:33][C:32]2[C:31]([Cl:51])=[CH:30][N+:29]([O-:52])=[CH:28][C:27]=2[Cl:26])=[O:21])=[CH:24][CH:25]=1)[S:9]([CH3:12])(=[O:11])=[O:10])=[O:7])([CH3:4])([CH3:2])[CH3:3], predict the reactants needed to synthesize it. The reactants are: [C:1]([O:5][C:6]([N:8]([C:13]1[CH:25]=[CH:24][C:16]([CH2:17][N:18]([CH3:23])[CH2:19][C:20]([OH:22])=[O:21])=[CH:15][CH:14]=1)[S:9]([CH3:12])(=[O:11])=[O:10])=[O:7])([CH3:4])([CH3:3])[CH3:2].[Cl:26][C:27]1[CH:28]=[N+:29]([O-:52])[CH:30]=[C:31]([Cl:51])[C:32]=1[CH2:33][C@@H:34]([C:36]1[CH:41]=[CH:40][C:39]([O:42][CH:43]([F:45])[F:44])=[C:38]([O:46][CH2:47][CH:48]2[CH2:50][CH2:49]2)[CH:37]=1)O.C(Cl)CCl.CC#N.